This data is from Forward reaction prediction with 1.9M reactions from USPTO patents (1976-2016). The task is: Predict the product of the given reaction. (1) Given the reactants [CH3:1][O:2][C:3]1[CH:4]=[C:5]([CH:11]=[C:12]([C:16]2[C:21]([F:22])=[CH:20][C:19]([F:23])=[CH:18][C:17]=2[F:24])[C:13](=O)[CH3:14])[CH:6]=[C:7]([O:9][CH3:10])[CH:8]=1.Cl.[NH2:26][C:27](=[NH:34])[CH2:28][C:29]([O:31][CH2:32][CH3:33])=[O:30].N1CCCCC1, predict the reaction product. The product is: [NH2:26][C:27]1[NH:34][C:13]([CH3:14])=[C:12]([C:16]2[C:21]([F:22])=[CH:20][C:19]([F:23])=[CH:18][C:17]=2[F:24])[CH:11]([C:5]2[CH:4]=[C:3]([O:2][CH3:1])[CH:8]=[C:7]([O:9][CH3:10])[CH:6]=2)[C:28]=1[C:29]([O:31][CH2:32][CH3:33])=[O:30]. (2) Given the reactants CC1(C)[N:6](C(OC(C)(C)C)=O)[C@:5]([CH3:20])([C:14]2[O:15][C:16]([CH3:19])=[N:17][N:18]=2)[CH2:4][O:3]1.[F:22][C:23]([F:28])([F:27])[C:24]([OH:26])=[O:25], predict the reaction product. The product is: [F:22][C:23]([F:28])([F:27])[C:24]([OH:26])=[O:25].[NH2:6][C@@:5]([C:14]1[O:15][C:16]([CH3:19])=[N:17][N:18]=1)([CH3:20])[CH2:4][OH:3]. (3) Given the reactants [C:1]([C:4]1[C:12]2[C:7](=[N:8][CH:9]=[C:10]([NH:13][C:14](=[O:36])[C:15]3[C:20]([F:21])=[CH:19][CH:18]=[C:17]([N:22](S(CCC)(=O)=O)[S:23]([CH2:26][CH2:27][CH3:28])(=[O:25])=[O:24])[C:16]=3[F:35])[CH:11]=2)[N:6](S(CCC)(=O)=O)[CH:5]=1)(=O)C.[NH2:43][NH2:44].[CH2:45]1COC[CH2:46]1, predict the reaction product. The product is: [NH:43]1[CH:46]=[CH:45][C:1]([C:4]2[C:12]3[C:7](=[N:8][CH:9]=[C:10]([NH:13][C:14](=[O:36])[C:15]4[C:20]([F:21])=[CH:19][CH:18]=[C:17]([NH:22][S:23]([CH2:26][CH2:27][CH3:28])(=[O:25])=[O:24])[C:16]=4[F:35])[CH:11]=3)[NH:6][CH:5]=2)=[N:44]1. (4) Given the reactants [C:1]([O:5][C:6]([N:8]1[C:12]2[C:13]([C:17]3[CH:21]=[CH:20][N:19]([Si](C(C)C)(C(C)C)C(C)C)[CH:18]=3)=[CH:14][CH:15]=[CH:16][C:11]=2[N:10]([CH2:32][C:33]2[CH:38]=[CH:37][CH:36]=[CH:35][CH:34]=2)[C:9]1=[O:39])=[O:7])([CH3:4])([CH3:3])[CH3:2].[F-].C([N+](CCCC)(CCCC)CCCC)CCC.O.C(OCC)(=O)C, predict the reaction product. The product is: [C:1]([O:5][C:6]([N:8]1[C:12]2[C:13]([C:17]3[CH:21]=[CH:20][NH:19][CH:18]=3)=[CH:14][CH:15]=[CH:16][C:11]=2[N:10]([CH2:32][C:33]2[CH:34]=[CH:35][CH:36]=[CH:37][CH:38]=2)[C:9]1=[O:39])=[O:7])([CH3:4])([CH3:2])[CH3:3].